This data is from CYP2C19 inhibition data for predicting drug metabolism from PubChem BioAssay. The task is: Regression/Classification. Given a drug SMILES string, predict its absorption, distribution, metabolism, or excretion properties. Task type varies by dataset: regression for continuous measurements (e.g., permeability, clearance, half-life) or binary classification for categorical outcomes (e.g., BBB penetration, CYP inhibition). Dataset: cyp2c19_veith. (1) The drug is NC(=S)NCCC[C@@H](N)C(=O)O. The result is 0 (non-inhibitor). (2) The drug is O=C(O)[C@@H]1CCCN1Cc1ccc2c(c1)OCO2. The result is 0 (non-inhibitor). (3) The compound is Cc1ccc(S(=O)(=O)NC(=O)c2cccn2C)cc1. The result is 0 (non-inhibitor). (4) The compound is O=C(O)/C(=C/c1c(C(=O)O)[nH]c2cc(Cl)cc(Cl)c12)c1ccccc1. The result is 0 (non-inhibitor).